This data is from NCI-60 drug combinations with 297,098 pairs across 59 cell lines. The task is: Regression. Given two drug SMILES strings and cell line genomic features, predict the synergy score measuring deviation from expected non-interaction effect. (1) Drug 1: C1CC(=O)NC(=O)C1N2CC3=C(C2=O)C=CC=C3N. Drug 2: C1=CC=C(C(=C1)C(C2=CC=C(C=C2)Cl)C(Cl)Cl)Cl. Cell line: M14. Synergy scores: CSS=0.977, Synergy_ZIP=-1.17, Synergy_Bliss=-1.51, Synergy_Loewe=1.13, Synergy_HSA=-0.342. (2) Drug 1: CS(=O)(=O)C1=CC(=C(C=C1)C(=O)NC2=CC(=C(C=C2)Cl)C3=CC=CC=N3)Cl. Drug 2: C1=CC=C(C=C1)NC(=O)CCCCCCC(=O)NO. Cell line: MALME-3M. Synergy scores: CSS=28.1, Synergy_ZIP=-4.41, Synergy_Bliss=7.70, Synergy_Loewe=-5.40, Synergy_HSA=6.84. (3) Drug 1: CC1C(C(=O)NC(C(=O)N2CCCC2C(=O)N(CC(=O)N(C(C(=O)O1)C(C)C)C)C)C(C)C)NC(=O)C3=C4C(=C(C=C3)C)OC5=C(C(=O)C(=C(C5=N4)C(=O)NC6C(OC(=O)C(N(C(=O)CN(C(=O)C7CCCN7C(=O)C(NC6=O)C(C)C)C)C)C(C)C)C)N)C. Drug 2: CN(CC1=CN=C2C(=N1)C(=NC(=N2)N)N)C3=CC=C(C=C3)C(=O)NC(CCC(=O)O)C(=O)O. Cell line: NCIH23. Synergy scores: CSS=19.7, Synergy_ZIP=-5.77, Synergy_Bliss=-0.671, Synergy_Loewe=-7.72, Synergy_HSA=-2.03. (4) Drug 1: CN1CCC(CC1)COC2=C(C=C3C(=C2)N=CN=C3NC4=C(C=C(C=C4)Br)F)OC. Drug 2: CC12CCC(CC1=CCC3C2CCC4(C3CC=C4C5=CN=CC=C5)C)O. Cell line: TK-10. Synergy scores: CSS=23.9, Synergy_ZIP=-5.47, Synergy_Bliss=2.54, Synergy_Loewe=-3.12, Synergy_HSA=2.09. (5) Drug 2: C1=CC(=C2C(=C1NCCNCCO)C(=O)C3=C(C=CC(=C3C2=O)O)O)NCCNCCO. Drug 1: CNC(=O)C1=CC=CC=C1SC2=CC3=C(C=C2)C(=NN3)C=CC4=CC=CC=N4. Synergy scores: CSS=56.9, Synergy_ZIP=16.2, Synergy_Bliss=14.3, Synergy_Loewe=-0.0299, Synergy_HSA=15.5. Cell line: SNB-75.